This data is from Forward reaction prediction with 1.9M reactions from USPTO patents (1976-2016). The task is: Predict the product of the given reaction. (1) Given the reactants C(=O)([O-])[O-].[Cs+].[Cs+].[CH:7]([C:10]1[C:18]2[C:13](=[CH:14][CH:15]=[CH:16][C:17]=2[N:19]2[CH:23]=[C:22]([C:24]3[CH:25]=[N:26][N:27]([CH3:29])[CH:28]=3)[N:21]=[CH:20]2)[NH:12][N:11]=1)([CH3:9])[CH3:8].[CH2:30]([C:32]1[CH:33]=[C:34]([CH:37]=[CH:38][C:39]=1F)[C:35]#[N:36])[CH3:31].O, predict the reaction product. The product is: [CH2:30]([C:32]1[CH:33]=[C:34]([CH:37]=[CH:38][C:39]=1[N:12]1[C:13]2[C:18](=[C:17]([N:19]3[CH:23]=[C:22]([C:24]4[CH:25]=[N:26][N:27]([CH3:29])[CH:28]=4)[N:21]=[CH:20]3)[CH:16]=[CH:15][CH:14]=2)[C:10]([CH:7]([CH3:9])[CH3:8])=[N:11]1)[C:35]#[N:36])[CH3:31]. (2) Given the reactants C([BH3-])#N.[Na+].[CH3:5][C:6]1[CH:7]=[C:8]2[C:12](=[CH:13][CH:14]=1)[NH:11][N:10]=[C:9]2[C:15]1[N:16]=[N:17][N:18]([C:20]2[CH:27]=[CH:26][C:23]([CH:24]=O)=[CH:22][CH:21]=2)[CH:19]=1.[NH:28]1[CH2:32][CH2:31][CH2:30][CH2:29]1.[BH4-].[Na+], predict the reaction product. The product is: [CH3:5][C:6]1[CH:7]=[C:8]2[C:12](=[CH:13][CH:14]=1)[NH:11][N:10]=[C:9]2[C:15]1[N:16]=[N:17][N:18]([C:20]2[CH:27]=[CH:26][C:23]([CH2:24][N:28]3[CH2:32][CH2:31][CH2:30][CH2:29]3)=[CH:22][CH:21]=2)[CH:19]=1. (3) Given the reactants C[O:2][C:3]1[CH:12]=[C:11]([O:13]C)[CH:10]=[C:9]2[C:4]=1[C:5](=[O:23])[N:6]([C:15]1[CH:20]=[CH:19][C:18]([O:21]C)=[CH:17][CH:16]=1)[CH:7]=[N:8]2.C([S-])C.[Na+], predict the reaction product. The product is: [OH:2][C:3]1[CH:12]=[C:11]([OH:13])[CH:10]=[C:9]2[C:4]=1[C:5](=[O:23])[N:6]([C:15]1[CH:16]=[CH:17][C:18]([OH:21])=[CH:19][CH:20]=1)[CH:7]=[N:8]2. (4) Given the reactants [N+:1]([C:4]1[CH:5]=[C:6]([C:10]2[C:18]([C:19]3[CH:24]=[CH:23][N:22]=[C:21]([NH:25][C:26]4[CH:31]=[CH:30][CH:29]=[CH:28][CH:27]=4)[N:20]=3)=[C:13]3[CH:14]=[CH:15][CH:16]=[CH:17][N:12]3[N:11]=2)[CH:7]=[CH:8][CH:9]=1)([O-])=O.[S-2].[Na+].[Na+], predict the reaction product. The product is: [NH2:1][C:4]1[CH:5]=[C:6]([C:10]2[C:18]([C:19]3[CH:24]=[CH:23][N:22]=[C:21]([NH:25][C:26]4[CH:31]=[CH:30][CH:29]=[CH:28][CH:27]=4)[N:20]=3)=[C:13]3[CH:14]=[CH:15][CH:16]=[CH:17][N:12]3[N:11]=2)[CH:7]=[CH:8][CH:9]=1. (5) The product is: [N+:52]([C:49]1[CH:48]=[CH:47][C:46]([C:44](=[O:45])[CH2:43][NH:42][C:14]([CH:11]2[CH2:10][CH2:9][N:8]([C:6]([O:5][C:1]([CH3:2])([CH3:3])[CH3:4])=[O:7])[CH2:13][CH2:12]2)=[O:16])=[CH:51][CH:50]=1)([O-:54])=[O:53]. Given the reactants [C:1]([O:5][C:6]([N:8]1[CH2:13][CH2:12][CH:11]([C:14]([OH:16])=O)[CH2:10][CH2:9]1)=[O:7])([CH3:4])([CH3:3])[CH3:2].CN(C(ON1N=NC2C=CC=NC1=2)=[N+](C)C)C.F[P-](F)(F)(F)(F)F.Cl.[NH2:42][CH2:43][C:44]([C:46]1[CH:51]=[CH:50][C:49]([N+:52]([O-:54])=[O:53])=[CH:48][CH:47]=1)=[O:45].CCN(C(C)C)C(C)C, predict the reaction product.